Dataset: Full USPTO retrosynthesis dataset with 1.9M reactions from patents (1976-2016). Task: Predict the reactants needed to synthesize the given product. (1) Given the product [Cl:33][C:30]1[CH:31]=[CH:32][C:27]([CH2:26][CH:18]2[N:15]3[C:16](=[O:17])[CH:11]([NH:10][C:7]([CH:1]4[CH2:6][CH2:5][CH2:4][CH2:3][CH2:2]4)=[O:8])[CH2:12][N:13]([S:34]([C:37]4[CH:42]=[CH:41][C:40]([Cl:43])=[CH:39][C:38]=4[Cl:44])(=[O:36])=[O:35])[CH:14]3[CH2:21][N:20]([CH:22]([CH3:24])[CH3:23])[C:19]2=[O:25])=[CH:28][CH:29]=1, predict the reactants needed to synthesize it. The reactants are: [CH:1]1([C:7](Cl)=[O:8])[CH2:6][CH2:5][CH2:4][CH2:3][CH2:2]1.[NH2:10][CH:11]1[C:16](=[O:17])[N:15]2[CH:18]([CH2:26][C:27]3[CH:32]=[CH:31][C:30]([Cl:33])=[CH:29][CH:28]=3)[C:19](=[O:25])[N:20]([CH:22]([CH3:24])[CH3:23])[CH2:21][CH:14]2[N:13]([S:34]([C:37]2[CH:42]=[CH:41][C:40]([Cl:43])=[CH:39][C:38]=2[Cl:44])(=[O:36])=[O:35])[CH2:12]1. (2) Given the product [CH2:31]([O:30][CH2:29][C@H:11]([NH:10][C:6](=[O:7])[CH2:5][CH2:4][N:3]([CH3:9])[CH3:2])[C:12]([NH:14][C:15]1[CH:20]=[CH:19][C:18]([O:21][C:22]2[CH:27]=[CH:26][C:25]([Cl:28])=[CH:24][CH:23]=2)=[CH:17][CH:16]=1)=[O:13])[C:32]1[CH:37]=[CH:36][CH:35]=[CH:34][CH:33]=1, predict the reactants needed to synthesize it. The reactants are: Cl.[CH3:2][N:3]([CH3:9])[CH2:4][CH2:5][C:6](O)=[O:7].[NH2:10][C@@H:11]([CH2:29][O:30][CH2:31][C:32]1[CH:37]=[CH:36][CH:35]=[CH:34][CH:33]=1)[C:12]([NH:14][C:15]1[CH:20]=[CH:19][C:18]([O:21][C:22]2[CH:27]=[CH:26][C:25]([Cl:28])=[CH:24][CH:23]=2)=[CH:17][CH:16]=1)=[O:13]. (3) Given the product [O:1]1[C:6]2[CH:7]=[CH:8][CH:9]=[C:10]([N:11]3[CH2:12][CH2:13][N:14]([CH2:17][CH2:18][CH:19]([CH:31]=[O:32])[C:20]4[CH:25]=[CH:24][CH:23]=[CH:22][CH:21]=4)[CH2:15][CH2:16]3)[C:5]=2[O:4][CH2:3][CH2:2]1, predict the reactants needed to synthesize it. The reactants are: [O:1]1[C:6]2[CH:7]=[CH:8][CH:9]=[C:10]([N:11]3[CH2:16][CH2:15][N:14]([CH2:17][CH2:18][CH:19]([CH:31]=[O:32])[C:20]4[CH:25]=[CH:24][CH:23]=[CH:22][C:21]=4OC(F)(F)F)[CH2:13][CH2:12]3)[C:5]=2[O:4][CH2:3][CH2:2]1.C(C(C1C=CC=CC=1)CCN1CCN(C2C3OCCOC=3C=CC=2)CC1)#N. (4) The reactants are: [C:1]([O:5][C:6]([NH:8][C@H:9]1[C@@:14]([OH:16])([CH3:15])[C@@H:13]([CH3:17])[CH2:12][N:11](C(OCC2C=CC=CC=2)=O)[CH2:10]1)=[O:7])([CH3:4])([CH3:3])[CH3:2]. Given the product [OH:16][C@:14]1([CH3:15])[C@@H:13]([CH3:17])[CH2:12][NH:11][CH2:10][C@H:9]1[NH:8][C:6](=[O:7])[O:5][C:1]([CH3:4])([CH3:3])[CH3:2], predict the reactants needed to synthesize it. (5) Given the product [Cl:1][C:2]1[CH:3]=[C:4]([CH:27]=[CH:28][C:29]=1[F:30])[CH2:5][N:6]1[C:11](=[O:12])[C:10]2[C:13]([O:22][CH3:23])=[C:14]3[C:19](=[O:20])[N:18]([CH3:21])[CH2:17][CH2:16][N:15]3[C:9]=2[C:8]([CH:24]([C:25]#[N:26])[CH2:42][C:43]([O:45][CH3:46])=[O:44])=[N:7]1, predict the reactants needed to synthesize it. The reactants are: [Cl:1][C:2]1[CH:3]=[C:4]([CH:27]=[CH:28][C:29]=1[F:30])[CH2:5][N:6]1[C:11](=[O:12])[C:10]2[C:13]([O:22][CH3:23])=[C:14]3[C:19](=[O:20])[N:18]([CH3:21])[CH2:17][CH2:16][N:15]3[C:9]=2[C:8]([CH2:24][C:25]#[N:26])=[N:7]1.C[Si]([N-][Si](C)(C)C)(C)C.[Li+].Br[CH2:42][C:43]([O:45][CH3:46])=[O:44].